Predict the product of the given reaction. From a dataset of Forward reaction prediction with 1.9M reactions from USPTO patents (1976-2016). (1) The product is: [N:1]1([C:6]2[CH:7]=[CH:8][C:9]([CH:12]([OH:13])[C:15]([F:17])([F:16])[F:14])=[CH:10][N:11]=2)[CH2:2][CH2:3][CH2:4][CH2:5]1. Given the reactants [N:1]1([C:6]2[N:11]=[CH:10][C:9]([CH:12]=[O:13])=[CH:8][CH:7]=2)[CH2:5][CH2:4][CH2:3][CH2:2]1.[F:14][C:15]([Si](C)(C)C)([F:17])[F:16].[F-].C([N+](CCCC)(CCCC)CCCC)CCC, predict the reaction product. (2) Given the reactants C12([C:11]3[CH:30]=[CH:29][C:14]([O:15][CH2:16][C:17]4[NH:21][C:20]5[CH:22]=[CH:23][C:24]([C:26]([OH:28])=O)=[CH:25][C:19]=5[N:18]=4)=[CH:13][CH:12]=3)CC3CC(CC(C3)C1)C2.[CH3:31][NH:32][CH3:33].[CH2:34](Cl)CCl.[CH:38]1[CH:39]=[CH:40][C:41]2N(O)N=N[C:42]=2[CH:43]=1.CCN([CH:54]([CH3:56])[CH3:55])C(C)C, predict the reaction product. The product is: [CH3:31][N:32]([CH3:33])[C:26]([C:24]1[CH:23]=[CH:22][C:20]2[N:21]=[C:17]([CH2:16][O:15][C:14]3[CH:29]=[CH:30][C:11]([C:43]45[CH2:42][CH:41]6[CH2:55][CH:54]([CH2:56][CH:39]([CH2:40]6)[CH2:38]4)[CH2:34]5)=[CH:12][CH:13]=3)[NH:18][C:19]=2[CH:25]=1)=[O:28]. (3) Given the reactants [O:1]1[CH2:6][CH2:5][CH:4]([C:7]#[N:8])[CH2:3][CH2:2]1.[CH3:9][Si](C)(C)[N-][Si](C)(C)C.[Li+].CI, predict the reaction product. The product is: [CH3:9][C:4]1([CH2:7][NH2:8])[CH2:5][CH2:6][O:1][CH2:2][CH2:3]1. (4) The product is: [C:21]1([O:20][C:18](=[O:19])[NH:1][C:2]2[CH:7]=[CH:6][CH:5]=[C:4]([S:38]([CH3:10])(=[O:42])=[O:40])[CH:3]=2)[CH:26]=[CH:25][CH:24]=[CH:23][CH:22]=1. Given the reactants [NH2:1][C:2]1[CH:7]=[CH:6][CH:5]=[C:4](SC)[CH:3]=1.[CH2:10](N(CC)CC)C.Cl[C:18]([O:20][C:21]1[CH:26]=[CH:25][CH:24]=[CH:23][CH:22]=1)=[O:19].ClC1C=CC=C(C(OO)=O)C=1.[S:38]([O-:42])([O-])(=[O:40])=S.[Na+].[Na+], predict the reaction product.